This data is from Catalyst prediction with 721,799 reactions and 888 catalyst types from USPTO. The task is: Predict which catalyst facilitates the given reaction. (1) Reactant: [C:1]([C:4]1[CH:5]=[C:6]([CH:11]=[CH:12][CH:13]=1)[C:7]([O:9][CH3:10])=[O:8])(=[O:3])[CH3:2].C[Si]([N-][Si](C)(C)C)(C)C.[Li+].[Cl:24][C:25]1[CH:33]=[N:32][CH:31]=[CH:30][C:26]=1[C:27](Cl)=[O:28].Cl. Product: [Cl:24][C:25]1[CH:33]=[N:32][CH:31]=[CH:30][C:26]=1[C:27](=[O:28])[CH2:2][C:1]([C:4]1[CH:5]=[C:6]([CH:11]=[CH:12][CH:13]=1)[C:7]([O:9][CH3:10])=[O:8])=[O:3]. The catalyst class is: 30. (2) The catalyst class is: 16. Reactant: [CH3:1][O:2][C:3](=[O:25])/[CH:4]=[CH:5]/[C:6]1[CH:11]=[CH:10][C:9]([CH2:12][NH:13][CH2:14][CH2:15][C:16]2[C:24]3[C:19](=[CH:20][CH:21]=[CH:22][CH:23]=3)[NH:18][CH:17]=2)=[CH:8][CH:7]=1.Br[CH2:27][CH2:28][O:29][Si:30]([C:33]([CH3:36])([CH3:35])[CH3:34])([CH3:32])[CH3:31].CCN(C(C)C)C(C)C. Product: [CH3:1][O:2][C:3](=[O:25])/[CH:4]=[CH:5]/[C:6]1[CH:11]=[CH:10][C:9]([CH2:12][N:13]([CH2:27][CH2:28][O:29][Si:30]([C:33]([CH3:36])([CH3:35])[CH3:34])([CH3:32])[CH3:31])[CH2:14][CH2:15][C:16]2[C:24]3[C:19](=[CH:20][CH:21]=[CH:22][CH:23]=3)[NH:18][CH:17]=2)=[CH:8][CH:7]=1. (3) Reactant: [CH3:1][O:2][C:3]1[CH:4]=[C:5]([CH:10]=[CH:11][C:12]=1[OH:13])[CH:6]=[CH:7][CH:8]=O.[C:14]([CH2:16][C:17]([N-:19][CH2:20][C:21]1[CH:26]=[CH:25][CH:24]=[CH:23][CH:22]=1)=[O:18])#[N:15].N1CCCCC1.Cl. Product: [CH2:20]([NH:19][C:17](/[C:16](=[CH:8]/[CH:7]=[CH:6]/[C:5]1[CH:10]=[CH:11][C:12]([OH:13])=[C:3]([O:2][CH3:1])[CH:4]=1)/[C:14]#[N:15])=[O:18])[C:21]1[CH:26]=[CH:25][CH:24]=[CH:23][CH:22]=1. The catalyst class is: 88. (4) Reactant: [CH3:1][O:2][C:3]1[CH:4]=[CH:5][C:6]2[NH:12][C:11](=[O:13])[N:10]([CH:14]3[CH2:19][CH2:18][NH:17][CH2:16][CH2:15]3)[CH2:9][CH2:8][C:7]=2[CH:20]=1.Cl[C:22]1[N:27]=[CH:26][N:25]=[C:24]([C:28]([C:30]2[CH:40]=[C:39]([CH3:41])[C:33]3[N:34]([CH3:38])[C:35](=[O:37])[O:36][C:32]=3[CH:31]=2)=[O:29])[CH:23]=1.CCN(C(C)C)C(C)C. Product: [CH3:38][N:34]1[C:33]2[C:39]([CH3:41])=[CH:40][C:30]([C:28]([C:24]3[N:25]=[CH:26][N:27]=[C:22]([N:17]4[CH2:18][CH2:19][CH:14]([N:10]5[CH2:9][CH2:8][C:7]6[CH:20]=[C:3]([O:2][CH3:1])[CH:4]=[CH:5][C:6]=6[NH:12][C:11]5=[O:13])[CH2:15][CH2:16]4)[CH:23]=3)=[O:29])=[CH:31][C:32]=2[O:36][C:35]1=[O:37]. The catalyst class is: 121.